This data is from Full USPTO retrosynthesis dataset with 1.9M reactions from patents (1976-2016). The task is: Predict the reactants needed to synthesize the given product. (1) The reactants are: [F:1][C:2]1[CH:3]=[CH:4][C:5]2[N:10]([C:11]3[CH:16]=[CH:15][CH:14]=[CH:13][C:12]=3[F:17])[S:9](=[O:19])(=[O:18])[N:8]([CH2:20][CH2:21][C@H:22]3[CH2:24][O:23]3)[CH2:7][C:6]=2[CH:25]=1.C(O)C.[CH3:29][NH2:30]. Given the product [F:1][C:2]1[CH:3]=[CH:4][C:5]2[N:10]([C:11]3[CH:16]=[CH:15][CH:14]=[CH:13][C:12]=3[F:17])[S:9](=[O:18])(=[O:19])[N:8]([CH2:20][CH2:21][C@H:22]([OH:23])[CH2:24][NH:30][CH3:29])[CH2:7][C:6]=2[CH:25]=1, predict the reactants needed to synthesize it. (2) Given the product [Cl:17][C:13]([C:9]1[CH:8]=[C:7]([OH:6])[CH:12]=[CH:11][CH:10]=1)=[C:14]([Cl:15])[Cl:16], predict the reactants needed to synthesize it. The reactants are: B(Br)(Br)Br.C[O:6][C:7]1[CH:12]=[CH:11][CH:10]=[C:9]([C:13]([Cl:17])=[C:14]([Cl:16])[Cl:15])[CH:8]=1.